Dataset: Forward reaction prediction with 1.9M reactions from USPTO patents (1976-2016). Task: Predict the product of the given reaction. (1) Given the reactants OS(O)(=O)=O.[Cl:6][C:7]1[CH:8]=[C:9]([C:14]([CH3:29])([CH3:28])[C:15]([CH:17]([C:23]([O:25][CH2:26][CH3:27])=[O:24])[C:18]([O:20]CC)=O)=[O:16])[CH:10]=[CH:11][C:12]=1[Cl:13], predict the reaction product. The product is: [Cl:13][C:12]1[CH:11]=[C:10]2[C:9](=[CH:8][C:7]=1[Cl:6])[C:14]([CH3:29])([CH3:28])[C:15](=[O:16])[C:17]([C:23]([O:25][CH2:26][CH3:27])=[O:24])=[C:18]2[OH:20]. (2) Given the reactants N[C:2]1[N:7]=[C:6]([C:8]2[CH:13]=[CH:12][CH:11]=[CH:10][N:9]=2)[CH:5]=[CH:4][N:3]=1.[N+]([O-])([O-])=[O:15].[Na+].[OH-].[Na+], predict the reaction product. The product is: [N:9]1[CH:10]=[CH:11][CH:12]=[CH:13][C:8]=1[C:6]1[CH:5]=[CH:4][NH:3][C:2](=[O:15])[N:7]=1. (3) Given the reactants [F:1][C:2]([F:38])([F:37])[C:3]1[CH:4]=[C:5]([C@H:13]2[O:17][C:16](=[O:18])[N:15]([CH2:19][C:20]3[C:21]([N:27]([CH:30]4[CH2:35][CH2:34][CH2:33][CH2:32][CH2:31]4)[CH2:28][CH3:29])=[N:22][CH:23]=[C:24](Br)[CH:25]=3)[C@H:14]2[CH3:36])[CH:6]=[C:7]([C:9]([F:12])([F:11])[F:10])[CH:8]=1.CC1(C)C(C)(C)OB([C:47]2[N:48]([C:52]([O:54][C:55]([CH3:58])([CH3:57])[CH3:56])=[O:53])[CH:49]=[CH:50][CH:51]=2)O1, predict the reaction product. The product is: [F:1][C:2]([F:38])([F:37])[C:3]1[CH:4]=[C:5]([C@@H:13]2[O:17][C:16](=[O:18])[N:15]([CH2:19][C:20]3[CH:25]=[C:24]([C:47]4[N:48]([C:52]([O:54][C:55]([CH3:58])([CH3:57])[CH3:56])=[O:53])[CH:49]=[CH:50][CH:51]=4)[CH:23]=[N:22][C:21]=3[N:27]([CH:30]3[CH2:35][CH2:34][CH2:33][CH2:32][CH2:31]3)[CH2:28][CH3:29])[C@H:14]2[CH3:36])[CH:6]=[C:7]([C:9]([F:12])([F:11])[F:10])[CH:8]=1. (4) Given the reactants [NH2:1][C:2]1[C:10]([OH:11])=[C:9]([Cl:12])[CH:8]=[C:7]([Cl:13])[C:3]=1[C:4]([NH2:6])=[O:5].[CH:14]1N=CN(C(N2C=NC=C2)=O)C=1, predict the reaction product. The product is: [Cl:13][C:7]1[CH:8]=[C:9]([Cl:12])[C:10]([OH:11])=[C:2]2[C:3]=1[C:4](=[O:5])[NH:6][CH:14]=[N:1]2. (5) Given the reactants [CH3:1][NH:2][C:3]([C:5]1[N:6]([CH3:32])[C:7]([CH2:20][NH:21][S:22]([C:25]2[C:26](C)=[CH:27][CH:28]=[CH:29][CH:30]=2)(=[O:24])=[O:23])=[CH:8][C:9](=[O:19])[C:10]=1[O:11]CC1C=CC=CC=1)=[O:4].[C:33]1(S(C(N)C2N(C)C(C(O)=O)=C(O)C(=O)C=2)(=O)=O)C=CC=CC=1, predict the reaction product. The product is: [CH3:1][NH:2][C:3]([C:5]1[N:6]([CH3:32])[C:7]([CH2:20][NH:21][S:22]([C:25]2[CH:30]=[C:29]([CH3:33])[CH:28]=[CH:27][CH:26]=2)(=[O:23])=[O:24])=[CH:8][C:9](=[O:19])[C:10]=1[OH:11])=[O:4]. (6) The product is: [Cl:25][C:26]1[CH:36]=[CH:35][CH:34]=[C:33]([Cl:37])[C:27]=1[CH2:28][S:29]([NH:1][C:2]1[CH:3]=[CH:4][C:5]([N:8]2[C:14](=[O:15])[CH2:13][C:12](=[O:16])[NH:11][C:10]3[C:17]4[CH2:18][CH2:19][CH2:20][CH2:21][C:22]=4[CH:23]=[CH:24][C:9]2=3)=[CH:6][CH:7]=1)(=[O:31])=[O:30]. Given the reactants [NH2:1][C:2]1[CH:7]=[CH:6][C:5]([N:8]2[C:14](=[O:15])[CH2:13][C:12](=[O:16])[NH:11][C:10]3[C:17]4[CH2:18][CH2:19][CH2:20][CH2:21][C:22]=4[CH:23]=[CH:24][C:9]2=3)=[CH:4][CH:3]=1.[Cl:25][C:26]1[CH:36]=[CH:35][CH:34]=[C:33]([Cl:37])[C:27]=1[CH2:28][S:29](Cl)(=[O:31])=[O:30], predict the reaction product. (7) Given the reactants C([O:3][C:4](=[O:28])[CH2:5][CH:6]([CH2:11][N:12]1[CH2:17][CH2:16][O:15][C@H:14]([C:18]2[CH:23]=[CH:22][CH:21]=[C:20]([C:24]([F:27])([F:26])[F:25])[CH:19]=2)[CH2:13]1)[C:7]([F:10])([F:9])[F:8])C.[OH-].[Na+], predict the reaction product. The product is: [F:10][C:7]([F:8])([F:9])[CH:6]([CH2:11][N:12]1[CH2:17][CH2:16][O:15][C@H:14]([C:18]2[CH:23]=[CH:22][CH:21]=[C:20]([C:24]([F:25])([F:27])[F:26])[CH:19]=2)[CH2:13]1)[CH2:5][C:4]([OH:28])=[O:3]. (8) Given the reactants [NH2:1][CH:2]1[CH2:7][CH2:6][N:5]([CH2:8][CH2:9][O:10][C:11]2[CH:16]=[CH:15][C:14]([NH:17][C:18](=[O:29])[C:19]3[CH:24]=[CH:23][CH:22]=[C:21]([C:25]([F:28])([F:27])[F:26])[CH:20]=3)=[CH:13][C:12]=2[C:30]2[N:31]([CH3:36])[N:32]=[CH:33][C:34]=2[Cl:35])[CH2:4][CH2:3]1.[CH3:37][S:38](Cl)(=[O:40])=[O:39], predict the reaction product. The product is: [Cl:35][C:34]1[CH:33]=[N:32][N:31]([CH3:36])[C:30]=1[C:12]1[CH:13]=[C:14]([NH:17][C:18](=[O:29])[C:19]2[CH:24]=[CH:23][CH:22]=[C:21]([C:25]([F:27])([F:28])[F:26])[CH:20]=2)[CH:15]=[CH:16][C:11]=1[O:10][CH2:9][CH2:8][N:5]1[CH2:4][CH2:3][CH:2]([NH:1][S:38]([CH3:37])(=[O:40])=[O:39])[CH2:7][CH2:6]1. (9) Given the reactants [CH:1]([C:3]1[CH:8]=[CH:7][C:6]([CH:9]([OH:20])[CH2:10][N:11]([CH3:19])[C:12](=[O:18])[O:13][C:14]([CH3:17])([CH3:16])[CH3:15])=[CH:5][CH:4]=1)=[O:2].C(O)C.[BH4-].[Na+], predict the reaction product. The product is: [OH:20][CH:9]([C:6]1[CH:7]=[CH:8][C:3]([CH2:1][OH:2])=[CH:4][CH:5]=1)[CH2:10][N:11]([CH3:19])[C:12](=[O:18])[O:13][C:14]([CH3:17])([CH3:15])[CH3:16]. (10) Given the reactants [CH3:1][O:2][C:3]1[C:8]([NH2:9])=[CH:7][C:6]([B:10]2[O:14][C:13]([CH3:16])([CH3:15])[C:12]([CH3:18])([CH3:17])[O:11]2)=[CH:5][N:4]=1.[CH3:19][O:20][C:21]1[CH:26]=[CH:25][C:24]([S:27](Cl)(=[O:29])=[O:28])=[CH:23][CH:22]=1, predict the reaction product. The product is: [CH3:19][O:20][C:21]1[CH:22]=[CH:23][C:24]([S:27]([NH:9][C:8]2[C:3]([O:2][CH3:1])=[N:4][CH:5]=[C:6]([B:10]3[O:14][C:13]([CH3:16])([CH3:15])[C:12]([CH3:18])([CH3:17])[O:11]3)[CH:7]=2)(=[O:29])=[O:28])=[CH:25][CH:26]=1.